Dataset: Full USPTO retrosynthesis dataset with 1.9M reactions from patents (1976-2016). Task: Predict the reactants needed to synthesize the given product. (1) Given the product [NH:1]1[CH:5]=[C:4]([CH2:6][CH2:7][C:8]2[CH:24]=[CH:23][C:11]([C:12]([NH:14][C@H:15]([C:20]([OH:22])=[O:21])[CH2:16][CH2:17][S:18][CH3:19])=[O:13])=[C:10]([C:25]3[CH:30]=[CH:29][CH:28]=[CH:27][CH:26]=3)[CH:9]=2)[N:3]=[CH:2]1, predict the reactants needed to synthesize it. The reactants are: [NH:1]1[CH:5]=[C:4]([CH:6]=[CH:7][C:8]2[CH:24]=[CH:23][C:11]([C:12]([NH:14][C@H:15]([C:20]([OH:22])=[O:21])[CH2:16][CH2:17][S:18][CH3:19])=[O:13])=[C:10]([C:25]3[CH:30]=[CH:29][CH:28]=[CH:27][CH:26]=3)[CH:9]=2)[N:3]=[CH:2]1.[H][H]. (2) Given the product [Cl:1][C:2]1[CH:7]=[C:6]([F:8])[CH:5]=[CH:4][C:3]=1[S:9]([NH:12][CH2:13][CH2:14][CH2:15][NH:16][C:17]([C@@H:19]([NH:24][C:25]([C:27]1[C:28]2[CH2:29][CH2:30][NH:31][CH2:32][C:33]=2[CH:34]=[CH:35][CH:36]=1)=[O:26])[CH2:20][CH:21]([CH3:23])[CH3:22])=[O:18])(=[O:11])=[O:10], predict the reactants needed to synthesize it. The reactants are: [Cl:1][C:2]1[CH:7]=[C:6]([F:8])[CH:5]=[CH:4][C:3]=1[S:9]([NH:12][CH2:13][CH2:14][CH2:15][NH:16][C:17]([C@@H:19]([NH:24][C:25]([C:27]1[CH:36]=[CH:35][CH:34]=[C:33]2[C:28]=1[CH2:29][CH2:30][N:31](C(OC(C)(C)C)=O)[CH2:32]2)=[O:26])[CH2:20][CH:21]([CH3:23])[CH3:22])=[O:18])(=[O:11])=[O:10].Cl. (3) Given the product [Cl:1][C:2]1[C:10]([O:11][C:12]([C:15]#[N:16])([CH3:14])[CH3:13])=[CH:9][CH:8]=[CH:7][C:3]=1[C:4]([NH:41][C:42]1[CH:43]=[C:44]([N:49]([C:50]2[N:55]=[C:54]3[S:56][C:57]([NH:59][C:60]([CH:62]4[CH2:63][CH2:64]4)=[O:61])=[N:58][C:53]3=[CH:52][CH:51]=2)[CH3:65])[CH:45]=[CH:46][C:47]=1[F:48])=[O:6], predict the reactants needed to synthesize it. The reactants are: [Cl:1][C:2]1[C:10]([O:11][C:12]([C:15]#[N:16])([CH3:14])[CH3:13])=[CH:9][CH:8]=[CH:7][C:3]=1[C:4]([OH:6])=O.F[P-](F)(F)(F)(F)F.N1(OC(N(C)C)=[N+](C)C)C2N=CC=CC=2N=N1.[NH2:41][C:42]1[CH:43]=[C:44]([N:49]([CH3:65])[C:50]2[N:55]=[C:54]3[S:56][C:57]([NH:59][C:60]([CH:62]4[CH2:64][CH2:63]4)=[O:61])=[N:58][C:53]3=[CH:52][CH:51]=2)[CH:45]=[CH:46][C:47]=1[F:48]. (4) Given the product [F:27][C:23]1([C:20]2[CH:21]=[CH:22][C:17]([C:14]3[N:13]=[C:12]([C:8]4[CH:9]=[C:10]([CH3:11])[N:6]([CH2:5][C:4]5[CH:3]=[C:2]([N:51]6[CH2:52][CH:49]([OH:48])[CH2:50]6)[CH:30]=[CH:29][CH:28]=5)[N:7]=4)[O:16][N:15]=3)=[CH:18][CH:19]=2)[CH2:26][O:25][CH2:24]1, predict the reactants needed to synthesize it. The reactants are: Br[C:2]1[CH:3]=[C:4]([CH:28]=[CH:29][CH:30]=1)[CH2:5][N:6]1[C:10]([CH3:11])=[CH:9][C:8]([C:12]2[O:16][N:15]=[C:14]([C:17]3[CH:22]=[CH:21][C:20]([C:23]4([F:27])[CH2:26][O:25][CH2:24]4)=[CH:19][CH:18]=3)[N:13]=2)=[N:7]1.[Si]([O:48][CH:49]1[CH2:52][NH:51][CH2:50]1)(C(C)(C)C)(C1C=CC=CC=1)C1C=CC=CC=1. (5) Given the product [F:12][C:13]1[CH:18]=[C:17]([F:19])[CH:16]=[CH:15][C:14]=1[C:20]([N:22]=[C:23]=[S:24])=[O:21].[F:12][C:13]1[CH:18]=[C:17]([F:19])[CH:16]=[CH:15][C:14]=1[C:20]([NH:22][C:23]([NH:44][C:43]1[CH:45]=[CH:46][C:40]([O:39][C:30]2[C:29]3[C:34](=[CH:35][C:36]([O:37][CH3:38])=[C:27]([O:26][CH3:25])[CH:28]=3)[N:33]=[CH:32][N:31]=2)=[CH:41][CH:42]=1)=[S:24])=[O:21], predict the reactants needed to synthesize it. The reactants are: FC1C=C(F)C=CC=1C(Cl)=O.[F:12][C:13]1[CH:18]=[C:17]([F:19])[CH:16]=[CH:15][C:14]=1[C:20]([N:22]=[C:23]=[S:24])=[O:21].[CH3:25][O:26][C:27]1[CH:28]=[C:29]2[C:34](=[CH:35][C:36]=1[O:37][CH3:38])[N:33]=[CH:32][N:31]=[C:30]2[O:39][C:40]1[CH:46]=[CH:45][C:43]([NH2:44])=[CH:42][CH:41]=1.C1(C)C=CC=CC=1. (6) Given the product [CH2:1]([O:3][C:4]([C:6]1[C:10]([CH3:11])=[CH:9][NH:8][C:7]=1[CH2:12][C:13](=[O:15])[NH:29][CH2:33][CH2:27][N:25]1[CH2:24][CH2:23][CH2:22][CH2:26]1)=[O:5])[CH3:2], predict the reactants needed to synthesize it. The reactants are: [CH2:1]([O:3][C:4]([C:6]1[C:10]([CH3:11])=[CH:9][NH:8][C:7]=1[CH2:12][C:13]([OH:15])=O)=[O:5])[CH3:2].Cl.C(N=C=N[CH2:22][CH2:23][CH2:24][N:25]([CH3:27])[CH3:26])C.O[N:29]1[C:33]2C=CC=CC=2N=N1.O.